From a dataset of Catalyst prediction with 721,799 reactions and 888 catalyst types from USPTO. Predict which catalyst facilitates the given reaction. (1) Reactant: [NH2:1][C:2](=[O:33])[C:3]([C:5]1[C:13]2[C:8](=[CH:9][CH:10]=[CH:11][C:12]=2[O:14][CH2:15][C:16]([OH:18])=[O:17])[N:7]([CH2:19][C:20]2[CH:25]=[CH:24][CH:23]=[CH:22][C:21]=2[C:26]2[CH:31]=[CH:30][CH:29]=[CH:28][CH:27]=2)[C:6]=1[CH3:32])=[O:4].O.[OH-].[Li+].[CH2:37]1COCC1. The catalyst class is: 6. Product: [CH3:37][O:17][C:16](=[O:18])[CH2:15][O:14][C:12]1[CH:11]=[CH:10][CH:9]=[C:8]2[C:13]=1[C:5]([C:3](=[O:4])[C:2]([NH2:1])=[O:33])=[C:6]([CH3:32])[N:7]2[CH2:19][C:20]1[CH:25]=[CH:24][CH:23]=[CH:22][C:21]=1[C:26]1[CH:27]=[CH:28][CH:29]=[CH:30][CH:31]=1. (2) The catalyst class is: 617. Reactant: C([S:20][CH2:21][CH2:22][CH2:23][S:24][CH2:25][CH2:26][CH2:27][S:28][CH2:29][CH2:30][O:31][CH2:32][CH2:33][O:34][CH2:35][CH2:36][S:37][CH2:38][CH2:39][CH2:40][S:41][CH2:42][CH2:43][CH2:44][S:45]C(C1C=CC=CC=1)(C1C=CC=CC=1)C1C=CC=CC=1)(C1C=CC=CC=1)(C1C=CC=CC=1)C1C=CC=CC=1. Product: [SH:45][CH2:44][CH2:43][CH2:42][S:41][CH2:40][CH2:39][CH2:38][S:37][CH2:36][CH2:35][O:34][CH2:33][CH2:32][O:31][CH2:30][CH2:29][S:28][CH2:27][CH2:26][CH2:25][S:24][CH2:23][CH2:22][CH2:21][SH:20]. (3) Reactant: Cl[CH2:2][C:3](=[O:5])[CH3:4].[CH3:6][O:7][C:8](=[O:20])[C:9]1[CH:14]=[CH:13][C:12]([NH:15][CH:16]=[O:17])=[C:11]([O:18][CH3:19])[CH:10]=1.C(=O)([O-])[O-].[Cs+].[Cs+].[I-].[K+]. Product: [CH3:6][O:7][C:8](=[O:20])[C:9]1[CH:14]=[CH:13][C:12]([N:15]([CH:16]=[O:17])[CH2:2][C:3](=[O:5])[CH3:4])=[C:11]([O:18][CH3:19])[CH:10]=1. The catalyst class is: 39.